From a dataset of Peptide-MHC class I binding affinity with 185,985 pairs from IEDB/IMGT. Regression. Given a peptide amino acid sequence and an MHC pseudo amino acid sequence, predict their binding affinity value. This is MHC class I binding data. (1) The peptide sequence is GTNGNHMQI. The MHC is HLA-A02:01 with pseudo-sequence HLA-A02:01. The binding affinity (normalized) is 0. (2) The peptide sequence is RKNHIYNSF. The MHC is HLA-B15:03 with pseudo-sequence HLA-B15:03. The binding affinity (normalized) is 1.00. (3) The peptide sequence is LTYLQYGWSYF. The MHC is Mamu-A01 with pseudo-sequence Mamu-A01. The binding affinity (normalized) is 0.758. (4) The peptide sequence is TLLESFLFY. The MHC is HLA-A11:01 with pseudo-sequence HLA-A11:01. The binding affinity (normalized) is 0.787. (5) The peptide sequence is SSFDIKSEVK. The MHC is HLA-A31:01 with pseudo-sequence HLA-A31:01. The binding affinity (normalized) is 0.149. (6) The peptide sequence is LFQLCTFTK. The MHC is HLA-A33:01 with pseudo-sequence HLA-A33:01. The binding affinity (normalized) is 0.374. (7) The peptide sequence is ERYFRIHSL. The MHC is Mamu-B17 with pseudo-sequence Mamu-B17. The binding affinity (normalized) is 0.